The task is: Predict the product of the given reaction.. This data is from Forward reaction prediction with 1.9M reactions from USPTO patents (1976-2016). (1) The product is: [CH:11]1([C@@:14]23[CH2:15][CH2:16][C:17](=[O:18])[N:1]2[C@@H:2]([C:5]2[CH:10]=[CH:9][CH:8]=[CH:7][CH:6]=2)[CH2:3][O:4]3)[CH2:13][CH2:12]1. Given the reactants [NH2:1][C@@H:2]([C:5]1[CH:10]=[CH:9][CH:8]=[CH:7][CH:6]=1)[CH2:3][OH:4].[CH:11]1([C:14](=O)[CH2:15][CH2:16][C:17](O)=[O:18])[CH2:13][CH2:12]1, predict the reaction product. (2) Given the reactants [CH2:1]1[NH:6][CH2:5][CH2:4][N:3]([C:7]2[C:12]([OH:13])=[CH:11][CH:10]=[CH:9][CH:8]=2)[CH2:2]1.C([O-])(O)=O.[Na+].[CH3:19][C:20]([O:23][C:24](O[C:24]([O:23][C:20]([CH3:22])([CH3:21])[CH3:19])=[O:25])=[O:25])([CH3:22])[CH3:21], predict the reaction product. The product is: [OH:13][C:12]1[CH:11]=[CH:10][CH:9]=[CH:8][C:7]=1[N:3]1[CH2:2][CH2:1][N:6]([C:24]([O:23][C:20]([CH3:22])([CH3:21])[CH3:19])=[O:25])[CH2:5][CH2:4]1. (3) Given the reactants [CH3:1][C:2]1[N:3]=[CH:4][S:5][C:6]=1[C:7]([C:9]1[N:10]=[CH:11][N:12]2[CH:16]=[CH:15][S:14][C:13]=12)=[O:8].[CH2:17]([Sn:21](Cl)([CH2:26][CH2:27][CH2:28][CH3:29])[CH2:22][CH2:23][CH2:24][CH3:25])[CH2:18][CH2:19][CH3:20].C[Si]([N-][Si](C)(C)C)(C)C.[Li+].C1COCC1, predict the reaction product. The product is: [CH3:1][C:2]1[N:3]=[CH:4][S:5][C:6]=1[C:7]([C:9]1[N:10]=[CH:11][N:12]2[CH:16]=[C:15]([Sn:21]([CH2:22][CH2:23][CH2:24][CH3:25])([CH2:26][CH2:27][CH2:28][CH3:29])[CH2:17][CH2:18][CH2:19][CH3:20])[S:14][C:13]=12)=[O:8]. (4) The product is: [S:1]1[C:8]2[CH:7]=[C:6]([C:9]([O:11][CH3:12])=[O:10])[NH:5][C:4]=2[CH:3]=[CH:2]1. Given the reactants [S:1]1[C:8]2[CH:7]=[C:6]([C:9]([OH:11])=[O:10])[NH:5][C:4]=2[CH:3]=[CH:2]1.[CH3:12][Si](C=[N+]=[N-])(C)C, predict the reaction product. (5) The product is: [Cl:1][C:2]1[CH:3]=[C:4]2[C:10]([C:16](=[O:22])[C:17]([O:19][CH2:20][CH3:21])=[O:18])=[CH:9][NH:8][C:5]2=[N:6][CH:7]=1. Given the reactants [Cl:1][C:2]1[CH:3]=[C:4]2[CH:10]=[CH:9][NH:8][C:5]2=[N:6][CH:7]=1.[Al+3].[Cl-].[Cl-].[Cl-].Cl[C:16](=[O:22])[C:17]([O:19][CH2:20][CH3:21])=[O:18].CCO, predict the reaction product. (6) Given the reactants C(OC(=O)[NH:7][CH2:8][C:9]12[CH2:18][CH:13]3[CH2:14][CH:15]([CH2:17][CH:11]([CH:12]3[O:19][CH3:20])[CH2:10]1)[CH2:16]2)(C)(C)C.Br, predict the reaction product. The product is: [CH3:20][O:19][CH:12]1[CH:13]2[CH2:18][C:9]3([CH2:8][NH2:7])[CH2:16][CH:15]([CH2:17][CH:11]1[CH2:10]3)[CH2:14]2. (7) Given the reactants [C:1]([Br:5])(Br)(Br)[Br:2].C1(P(C2C=CC=CC=2)C2C=CC=CC=2)C=CC=CC=1.[C:25]([O:29][C:30](=[O:43])[NH:31][C@@H:32]([CH2:35][C:36]1[CH:41]=[CH:40][CH:39]=[C:38]([F:42])[CH:37]=1)[CH:33]=O)([CH3:28])([CH3:27])[CH3:26], predict the reaction product. The product is: [C:25]([O:29][C:30](=[O:43])[NH:31][C@@H:32]([CH2:35][C:36]1[CH:41]=[CH:40][CH:39]=[C:38]([F:42])[CH:37]=1)[CH:33]=[C:1]([Br:5])[Br:2])([CH3:26])([CH3:27])[CH3:28].